From a dataset of Full USPTO retrosynthesis dataset with 1.9M reactions from patents (1976-2016). Predict the reactants needed to synthesize the given product. Given the product [CH3:2][O:3][C:4](=[O:9])[CH2:5][CH:6]([N:8]([CH2:10][C:11]1[CH:16]=[CH:15][CH:14]=[CH:13][CH:12]=1)[CH2:10][C:11]1[CH:16]=[CH:15][CH:14]=[CH:13][CH:12]=1)[CH3:7], predict the reactants needed to synthesize it. The reactants are: Cl.[CH3:2][O:3][C:4](=[O:9])[CH2:5][CH:6]([NH2:8])[CH3:7].[CH2:10](Br)[C:11]1[CH:16]=[CH:15][CH:14]=[CH:13][CH:12]=1.C(=O)([O-])[O-].[K+].[K+].